Predict the reactants needed to synthesize the given product. From a dataset of Retrosynthesis with 50K atom-mapped reactions and 10 reaction types from USPTO. The reactants are: CCCC(=O)CCC.Cc1cc(C)c(N2CCCc3c2nn(C)c3N)c(Cl)c1. Given the product CCCC(CCC)Nc1c2c(nn1C)N(c1c(C)cc(C)cc1Cl)CCC2, predict the reactants needed to synthesize it.